Dataset: NCI-60 drug combinations with 297,098 pairs across 59 cell lines. Task: Regression. Given two drug SMILES strings and cell line genomic features, predict the synergy score measuring deviation from expected non-interaction effect. (1) Drug 1: CC1C(C(=O)NC(C(=O)N2CCCC2C(=O)N(CC(=O)N(C(C(=O)O1)C(C)C)C)C)C(C)C)NC(=O)C3=C4C(=C(C=C3)C)OC5=C(C(=O)C(=C(C5=N4)C(=O)NC6C(OC(=O)C(N(C(=O)CN(C(=O)C7CCCN7C(=O)C(NC6=O)C(C)C)C)C)C(C)C)C)N)C. Drug 2: C1=NC2=C(N=C(N=C2N1C3C(C(C(O3)CO)O)F)Cl)N. Cell line: A498. Synergy scores: CSS=-0.250, Synergy_ZIP=0.563, Synergy_Bliss=0.547, Synergy_Loewe=-2.76, Synergy_HSA=-2.37. (2) Drug 1: C1=CC(=CC=C1CCC2=CNC3=C2C(=O)NC(=N3)N)C(=O)NC(CCC(=O)O)C(=O)O. Drug 2: CN(C(=O)NC(C=O)C(C(C(CO)O)O)O)N=O. Cell line: LOX IMVI. Synergy scores: CSS=50.3, Synergy_ZIP=1.09, Synergy_Bliss=1.13, Synergy_Loewe=-6.01, Synergy_HSA=1.90. (3) Drug 1: C1CCC(CC1)NC(=O)N(CCCl)N=O. Drug 2: CC1=C(C=C(C=C1)NC(=O)C2=CC=C(C=C2)CN3CCN(CC3)C)NC4=NC=CC(=N4)C5=CN=CC=C5. Cell line: A549. Synergy scores: CSS=23.0, Synergy_ZIP=-5.57, Synergy_Bliss=3.61, Synergy_Loewe=-2.37, Synergy_HSA=0.919. (4) Drug 1: CCC1=CC2CC(C3=C(CN(C2)C1)C4=CC=CC=C4N3)(C5=C(C=C6C(=C5)C78CCN9C7C(C=CC9)(C(C(C8N6C)(C(=O)OC)O)OC(=O)C)CC)OC)C(=O)OC.C(C(C(=O)O)O)(C(=O)O)O. Drug 2: C1=CC(=CC=C1C#N)C(C2=CC=C(C=C2)C#N)N3C=NC=N3. Cell line: NCI/ADR-RES. Synergy scores: CSS=1.66, Synergy_ZIP=-0.976, Synergy_Bliss=-0.622, Synergy_Loewe=0.638, Synergy_HSA=0.0679. (5) Drug 1: C1=NC2=C(N1)C(=S)N=C(N2)N. Drug 2: CC1C(C(=O)NC(C(=O)N2CCCC2C(=O)N(CC(=O)N(C(C(=O)O1)C(C)C)C)C)C(C)C)NC(=O)C3=C4C(=C(C=C3)C)OC5=C(C(=O)C(=C(C5=N4)C(=O)NC6C(OC(=O)C(N(C(=O)CN(C(=O)C7CCCN7C(=O)C(NC6=O)C(C)C)C)C)C(C)C)C)N)C. Cell line: IGROV1. Synergy scores: CSS=32.5, Synergy_ZIP=-2.06, Synergy_Bliss=1.71, Synergy_Loewe=1.10, Synergy_HSA=1.18.